Task: Predict which catalyst facilitates the given reaction.. Dataset: Catalyst prediction with 721,799 reactions and 888 catalyst types from USPTO (1) Reactant: [Cl:1][C:2]1[CH:7]=[C:6]([OH:8])[CH:5]=[C:4]([Cl:9])[C:3]=1[N:10]1[CH2:15][CH2:14][N:13]([C:16]([O:18][C:19]([CH3:22])([CH3:21])[CH3:20])=[O:17])[CH2:12][CH2:11]1.[Cl:23][C:24](Cl)([Cl:28])[CH2:25][CH2:26]Cl.C(=O)([O-])[O-].[K+].[K+]. Product: [Cl:23][C:24]([Cl:28])=[CH:25][CH2:26][O:8][C:6]1[CH:7]=[C:2]([Cl:1])[C:3]([N:10]2[CH2:15][CH2:14][N:13]([C:16]([O:18][C:19]([CH3:22])([CH3:21])[CH3:20])=[O:17])[CH2:12][CH2:11]2)=[C:4]([Cl:9])[CH:5]=1. The catalyst class is: 3. (2) Reactant: C[Si](C)(C)N([C@H:8]([B:13]1[O:17][C@@H:16]2[CH2:18][C@@H:19]3[CH2:22][C@H:21]([C@:15]2([CH3:25])[O:14]1)[C:20]3([CH3:24])[CH3:23])[CH2:9][CH:10](C)C)[Si](C)(C)C.Cl.O1CCOC[CH2:30]1. Product: [CH3:30][CH:9]([CH3:10])[CH2:8][B:13]1[O:17][C@@H:16]2[CH2:18][C@@H:19]3[CH2:22][C@H:21]([C@:15]2([CH3:25])[O:14]1)[C:20]3([CH3:24])[CH3:23]. The catalyst class is: 27. (3) Reactant: [OH-].[Na+:2].C(O)C.O1CCCC1.Cl.[NH2:12][C@@H:13]1[CH2:18][CH2:17][CH2:16][N:15]([C:19]2[N:27]([CH2:28][C:29]3[CH:34]=[CH:33][CH:32]=[CH:31][C:30]=3[Cl:35])[C:26]3[C:25](=[O:36])[N:24]([CH3:37])[C:23](=[O:38])[N:22]([CH3:39])[C:21]=3[C:20]=2[C:40]([O:42]C)=[O:41])[CH2:14]1. Product: [NH2:12][C@@H:13]1[CH2:18][CH2:17][CH2:16][N:15]([C:19]2[N:27]([CH2:28][C:29]3[CH:34]=[CH:33][CH:32]=[CH:31][C:30]=3[Cl:35])[C:26]3[C:25](=[O:36])[N:24]([CH3:37])[C:23](=[O:38])[N:22]([CH3:39])[C:21]=3[C:20]=2[C:40]([O-:42])=[O:41])[CH2:14]1.[Na+:2]. The catalyst class is: 6. (4) Reactant: [Br:1][C:2]1[CH:8]=[CH:7][C:5]([NH2:6])=[CH:4][C:3]=1[F:9].C1COCC1.C(=O)(O)[O-].[Na+].Cl[C:21]([O:23][CH2:24][C:25]1[CH:30]=[CH:29][CH:28]=[CH:27][CH:26]=1)=[O:22]. Product: [Br:1][C:2]1[CH:8]=[CH:7][C:5]([NH:6][C:21](=[O:22])[O:23][CH2:24][C:25]2[CH:30]=[CH:29][CH:28]=[CH:27][CH:26]=2)=[CH:4][C:3]=1[F:9]. The catalyst class is: 6. (5) Product: [C:1]1([N:7]2[C:8]3[CH:13]=[CH:12][N:11]=[CH:10][C:9]=3[NH:14][S:15]2(=[O:17])=[O:16])[CH:2]=[CH:3][CH:4]=[CH:5][CH:6]=1. The catalyst class is: 270. Reactant: [C:1]1([NH:7][C:8]2[CH:13]=[CH:12][N:11]=[CH:10][C:9]=2[NH2:14])[CH:6]=[CH:5][CH:4]=[CH:3][CH:2]=1.[S:15](N)(N)(=[O:17])=[O:16]. (6) Reactant: [Cl:1][C:2]1[CH:3]=[C:4]([N:11]2[C:20]3[C:15](=[CH:16][C:17]([S:21]([NH:24][C:25]4[CH:29]=[CH:28][O:27][N:26]=4)(=[O:23])=[O:22])=[CH:18][CH:19]=3)[CH:14]=[CH:13][C:12]2=[O:30])[C:5]([O:9][CH3:10])=[N:6][C:7]=1Cl.Cl.[F:32][C:33]1([F:37])[CH2:36][NH:35][CH2:34]1.C(=O)([O-])[O-].[K+].[K+]. Product: [Cl:1][C:2]1[CH:3]=[C:4]([N:11]2[C:20]3[C:15](=[CH:16][C:17]([S:21]([NH:24][C:25]4[CH:29]=[CH:28][O:27][N:26]=4)(=[O:23])=[O:22])=[CH:18][CH:19]=3)[CH:14]=[CH:13][C:12]2=[O:30])[C:5]([O:9][CH3:10])=[N:6][C:7]=1[N:35]1[CH2:36][C:33]([F:37])([F:32])[CH2:34]1. The catalyst class is: 16. (7) Reactant: [C:1]1([S:7]([N:10]2[CH2:14][CH2:13][S:12][CH:11]2[CH2:15][C:16]([OH:18])=[O:17])(=[O:9])=[O:8])[CH:6]=[CH:5][CH:4]=[CH:3][CH:2]=1.[Cl:19][C:20]1[CH:21]=[N+:22]([O-:45])[CH:23]=[C:24]([Cl:44])[C:25]=1[CH2:26][C@@H:27]([C:29]1[CH:34]=[CH:33][C:32]([O:35][CH:36]([F:38])[F:37])=[C:31]([O:39][CH2:40][CH:41]2[CH2:43][CH2:42]2)[CH:30]=1)O.C(Cl)CCl. The catalyst class is: 79. Product: [Cl:19][C:20]1[CH:21]=[N+:22]([O-:45])[CH:23]=[C:24]([Cl:44])[C:25]=1[CH2:26][C@@H:27]([C:29]1[CH:34]=[CH:33][C:32]([O:35][CH:36]([F:38])[F:37])=[C:31]([O:39][CH2:40][CH:41]2[CH2:43][CH2:42]2)[CH:30]=1)[O:17][C:16](=[O:18])[CH2:15][CH:11]1[N:10]([S:7]([C:1]2[CH:2]=[CH:3][CH:4]=[CH:5][CH:6]=2)(=[O:8])=[O:9])[CH2:14][CH2:13][S:12]1. (8) Reactant: [CH2:1]([O:4][N:5]1[C:11](=[O:12])[N:10]2[CH2:13][C@H:6]1[C:7]([CH3:17])=[CH:8][C@H:9]2[C:14]([NH2:16])=O)[CH:2]=[CH2:3].[OH-].C([NH+](CC)CC)C. The catalyst class is: 2. Product: [CH2:1]([O:4][N:5]1[C:11](=[O:12])[N:10]2[CH2:13][C@H:6]1[C:7]([CH3:17])=[CH:8][C@H:9]2[C:14]#[N:16])[CH:2]=[CH2:3].